This data is from Experimentally validated miRNA-target interactions with 360,000+ pairs, plus equal number of negative samples. The task is: Binary Classification. Given a miRNA mature sequence and a target amino acid sequence, predict their likelihood of interaction. (1) The miRNA is hsa-miR-4646-5p with sequence ACUGGGAAGAGGAGCUGAGGGA. The protein sequence of the target gene is MAVGKFLLGSLLLLSLQLGQGWGPDARGVPVADGEFSSEQVAKAGGTWLGTHRPLARLRRALSGPCQLWSLTLSVAELGLGYASEEKVIFRYCAGSCPRGARTQHGLALARLQGQGRAHGGPCCRPTRYTDVAFLDDRHRWQRLPQLSAAACGCGG. Result: 0 (no interaction). (2) The miRNA is mmu-miR-466a-5p with sequence UAUGUGUGUGUACAUGUACAUA. The protein sequence of the target gene is MLRYWGEIPIPSGQTNRSSFDLLPREFRLVEVHDPPLHQPSANKPKPPTMLDIPSEPCSLTIHTIQLIQHNRRLRSLIATAQTQSQQQTEGVKAEESEPLPSCPGSPPLPDDLQPLDCKNPNAPFQIRHSDPESDFYRGKGEPVTELSWHSCRQLLYQAVATILAHTGFECANESVLETLTDVAHEYCLKFTKLLRFAVDREALLGQTPFPDVMEQVFHEVGIGSVLSLQKFWQHRIKDYHTYMLQISKQLSEEYERIVNPEKATEDTKPVKIKEEPVSDITFPVSEELEADLASGDQSL.... Result: 1 (interaction). (3) The miRNA is hsa-miR-4503 with sequence UUUAAGCAGGAAAUAGAAUUUA. Result: 0 (no interaction). The protein sequence of the target gene is MTSLKRSQTERPVTADRASVVSTDGAPKVHTDDFYMRRFRSQNGSLGSSVMAAVGPPRSEGPHHITSTPGVPKMGVRARIADWPPRKENVKESSRSSQEIETSSCLESLSSKGSPVSQGSSVSLNSNDSAMLKSIQNTLKNKTGPAESMDSRFLMPEAYPSSPRKALRRIRQRSNSDITISELDVDSFDECISPTYKSGPSLHREYGSTSSIDKQGTSGDSFFDLLKGYKDDRSDRGPTPTKLSDFLITGGGKGSGFSLDVIDGPISQRENLRLFKEREKPLKRRSKSETGDSSIFRKLR....